From a dataset of Forward reaction prediction with 1.9M reactions from USPTO patents (1976-2016). Predict the product of the given reaction. (1) Given the reactants [F:1][C:2]([F:29])([F:28])[C:3]1[CH:8]=[CH:7][C:6]([S:9]([NH:12][C@@H:13]([C:15]2[CH:27]=[CH:26][C:18]([C:19](OC(C)(C)C)=[O:20])=[CH:17][CH:16]=2)[CH3:14])(=[O:11])=[O:10])=[CH:5][CH:4]=1.FC(F)(F)C(O)=O.CN(C([O:44][N:45]1N=NC2C=CC=NC1=2)=[N+](C)C)C.F[P-](F)(F)(F)(F)F.C(N(CC)CC)C.[Si](ON)(C(C)(C)C)(C)C.Cl.C([O-])(O)=O.[Na+], predict the reaction product. The product is: [OH:44][NH:45][C:19](=[O:20])[C:18]1[CH:26]=[CH:27][C:15]([C@H:13]([NH:12][S:9]([C:6]2[CH:7]=[CH:8][C:3]([C:2]([F:29])([F:28])[F:1])=[CH:4][CH:5]=2)(=[O:11])=[O:10])[CH3:14])=[CH:16][CH:17]=1. (2) Given the reactants [CH2:1]([N:8]1[CH2:13][CH2:12][CH:11]([C:14]2[CH:19]=[CH:18][C:17]([F:20])=[CH:16][CH:15]=2)[CH:10]([OH:21])[CH2:9]1)[C:2]1[CH:7]=[CH:6][CH:5]=[CH:4][CH:3]=1.Cl[CH2:23][C:24]1[CH:33]=[C:32]([O:34][CH2:35][O:36][CH2:37][CH2:38][Si:39]([CH3:42])([CH3:41])[CH3:40])[C:31]2[C:26](=[CH:27][CH:28]=[CH:29][CH:30]=2)[CH:25]=1, predict the reaction product. The product is: [CH2:1]([N:8]1[CH2:13][CH2:12][CH:11]([C:14]2[CH:15]=[CH:16][C:17]([F:20])=[CH:18][CH:19]=2)[CH:10]([O:21][CH2:23][C:24]2[CH:33]=[C:32]([O:34][CH2:35][O:36][CH2:37][CH2:38][Si:39]([CH3:40])([CH3:42])[CH3:41])[C:31]3[C:26](=[CH:27][CH:28]=[CH:29][CH:30]=3)[CH:25]=2)[CH2:9]1)[C:2]1[CH:3]=[CH:4][CH:5]=[CH:6][CH:7]=1. (3) Given the reactants [OH:1][C@H:2]([C:20]1[CH:21]=[CH:22][C:23]([NH:26]C(=O)C)=[N:24][CH:25]=1)[CH2:3][NH:4][CH2:5][CH2:6][O:7][C:8]1[CH:13]=[CH:12][C:11]([C:14]2[N:15]=[C:16]([CH3:19])[S:17][CH:18]=2)=[CH:10][CH:9]=1.[OH-].[Na+], predict the reaction product. The product is: [NH2:26][C:23]1[N:24]=[CH:25][C:20]([C@@H:2]([OH:1])[CH2:3][NH:4][CH2:5][CH2:6][O:7][C:8]2[CH:13]=[CH:12][C:11]([C:14]3[N:15]=[C:16]([CH3:19])[S:17][CH:18]=3)=[CH:10][CH:9]=2)=[CH:21][CH:22]=1. (4) Given the reactants [F:1][C:2]1[CH:3]=[C:4]([NH:8][C:9](=[O:11])[CH3:10])[CH:5]=[CH:6][CH:7]=1.[Cl:12][S:13](O)(=[O:15])=[O:14], predict the reaction product. The product is: [C:9]([NH:8][C:4]1[CH:5]=[CH:6][C:7]([S:13]([Cl:12])(=[O:15])=[O:14])=[C:2]([F:1])[CH:3]=1)(=[O:11])[CH3:10].